This data is from Reaction yield outcomes from USPTO patents with 853,638 reactions. The task is: Predict the reaction yield, written as a fraction of the theoretical maximum amount of product (1.0 means a 100% yield; for example, 0.34 means a 34% yield). (1) The reactants are [N+:1]([C:4]1[CH:9]=[CH:8][C:7]([C:10](=[O:24])[CH2:11][CH2:12][C:13]([C:15]2[CH:20]=[CH:19][C:18]([N+:21]([O-:23])=[O:22])=[CH:17][CH:16]=2)=[O:14])=[CH:6][CH:5]=1)([O-:3])=[O:2].C1(C(C2C=CC=CC=2)([C@@H]2CCCN2)O)C=CC=CC=1. No catalyst specified. The product is [N+:1]([C:4]1[CH:9]=[CH:8][C:7]([C@@H:10]([OH:24])[CH2:11][CH2:12][C@@H:13]([C:15]2[CH:20]=[CH:19][C:18]([N+:21]([O-:23])=[O:22])=[CH:17][CH:16]=2)[OH:14])=[CH:6][CH:5]=1)([O-:3])=[O:2]. The yield is 0.610. (2) The reactants are [Cl:1][C:2]1[CH:10]=[C:9]2[C:5]([C:6]([C:19](=[O:24])C(F)(F)F)=[CH:7][N:8]2[C:11]2[CH:16]=[C:15]([F:17])[CH:14]=[C:13]([F:18])[CH:12]=2)=[CH:4][CH:3]=1.[OH-:25].[Na+]. No catalyst specified. The product is [Cl:1][C:2]1[CH:10]=[C:9]2[C:5]([C:6]([C:19]([OH:24])=[O:25])=[CH:7][N:8]2[C:11]2[CH:16]=[C:15]([F:17])[CH:14]=[C:13]([F:18])[CH:12]=2)=[CH:4][CH:3]=1. The yield is 0.700. (3) The reactants are B(Br)(Br)Br.[Br:5][C:6]1[CH:32]=[CH:31][C:9]([CH2:10][N:11]2[C:15]3[CH:16]=[C:17]([O:20]C)[CH:18]=[CH:19][C:14]=3[N:13]=[C:12]2[CH2:22][C:23]([CH3:30])([CH3:29])[C:24]([O:26][CH2:27][CH3:28])=[O:25])=[CH:8][CH:7]=1. The catalyst is C(Cl)Cl. The product is [Br:5][C:6]1[CH:7]=[CH:8][C:9]([CH2:10][N:11]2[C:15]3[CH:16]=[C:17]([OH:20])[CH:18]=[CH:19][C:14]=3[N:13]=[C:12]2[CH2:22][C:23]([CH3:29])([CH3:30])[C:24]([O:26][CH2:27][CH3:28])=[O:25])=[CH:31][CH:32]=1. The yield is 0.600. (4) The reactants are [Br:1][C:2]1[CH:7]=[CH:6][C:5]([C:8]2[CH:13]=[CH:12][CH:11]=[CH:10][CH:9]=2)=[C:4]([S:14]([CH3:17])(=[O:16])=[O:15])[CH:3]=1.BrC1C=CC(I)=C(S(C)(=O)=O)C=1.[CH3:30][O:31]C1C=C(B(O)O)C=CC=1. No catalyst specified. The product is [Br:1][C:2]1[CH:7]=[CH:6][C:5]([C:8]2[CH:13]=[CH:12][CH:11]=[C:10]([O:31][CH3:30])[CH:9]=2)=[C:4]([S:14]([CH3:17])(=[O:16])=[O:15])[CH:3]=1. The yield is 0.740. (5) The reactants are [C:1]([O:5][C:6](=[O:16])[NH:7][CH2:8][C:9]1[CH:14]=[CH:13][C:12]([Br:15])=[CH:11][CH:10]=1)([CH3:4])([CH3:3])[CH3:2].[H-].[Na+].Br[CH2:20][CH2:21][CH2:22][F:23]. The catalyst is CN(C=O)C. The product is [C:1]([O:5][C:6](=[O:16])[N:7]([CH2:8][C:9]1[CH:10]=[CH:11][C:12]([Br:15])=[CH:13][CH:14]=1)[CH2:20][CH2:21][CH2:22][F:23])([CH3:4])([CH3:2])[CH3:3]. The yield is 0.460. (6) The reactants are [F:1][C:2]1[CH:7]=[CH:6][CH:5]=[CH:4][C:3]=1[C:8]1[N:12]([S:13]([C:16]2[CH:17]=[N:18][CH:19]=[CH:20][CH:21]=2)(=[O:15])=[O:14])[CH:11]=[C:10]([CH:22]=[O:23])[CH:9]=1.[Br:24]N1C(=O)CCC1=O.C(=O)([O-])O.[Na+]. The catalyst is CN(C)C=O. The product is [Br:24][C:11]1[N:12]([S:13]([C:16]2[CH:17]=[N:18][CH:19]=[CH:20][CH:21]=2)(=[O:15])=[O:14])[C:8]([C:3]2[CH:4]=[CH:5][CH:6]=[CH:7][C:2]=2[F:1])=[CH:9][C:10]=1[CH:22]=[O:23]. The yield is 0.660.